Dataset: Full USPTO retrosynthesis dataset with 1.9M reactions from patents (1976-2016). Task: Predict the reactants needed to synthesize the given product. (1) The reactants are: C([O:4][C@@H:5]([CH3:31])[CH2:6][CH2:7][CH2:8][CH2:9][N:10]1[C:19](=[O:20])[C:18]2[N:17]([CH2:21][C:22]3[CH:27]=[CH:26][CH:25]=[CH:24][CH:23]=3)[C:16]([CH2:28][Cl:29])=[N:15][C:14]=2[N:13]([CH3:30])[C:11]1=[O:12])(=O)C.Cl. Given the product [OH:4][C@@H:5]([CH3:31])[CH2:6][CH2:7][CH2:8][CH2:9][N:10]1[C:19](=[O:20])[C:18]2[N:17]([CH2:21][C:22]3[CH:23]=[CH:24][CH:25]=[CH:26][CH:27]=3)[C:16]([CH2:28][Cl:29])=[N:15][C:14]=2[N:13]([CH3:30])[C:11]1=[O:12], predict the reactants needed to synthesize it. (2) Given the product [Cl:2][C:3]1[CH:4]=[C:5]([C:9]2([NH:13][C:38](=[O:39])[CH2:37][N:30]3[C:31](=[O:36])[N:32]([CH:33]4[CH2:34][CH2:35]4)[C:28]([C:25]4[CH:26]=[CH:27][C:22]([Cl:21])=[CH:23][CH:24]=4)=[N:29]3)[CH2:12][CH2:11][CH2:10]2)[CH:6]=[CH:7][CH:8]=1, predict the reactants needed to synthesize it. The reactants are: Cl.[Cl:2][C:3]1[CH:4]=[C:5]([C:9]2([NH2:13])[CH2:12][CH2:11][CH2:10]2)[CH:6]=[CH:7][CH:8]=1.C(N(CC)CC)C.[Cl:21][C:22]1[CH:27]=[CH:26][C:25]([C:28]2[N:32]([CH:33]3[CH2:35][CH2:34]3)[C:31](=[O:36])[N:30]([CH2:37][C:38](O)=[O:39])[N:29]=2)=[CH:24][CH:23]=1.C1C=CC2N(O)N=NC=2C=1.CCN=C=NCCCN(C)C.Cl. (3) Given the product [NH2:1][C:2]1[O:3][C:4]2[C:9]([CH:10]([C:14]3[CH:19]=[C:18]([O:20][CH3:21])[C:17]([O:22][CH3:23])=[C:16]([Br:24])[CH:15]=3)[C:11]=1[C:12]#[N:13])=[CH:8][CH:7]=[C:6]1[N:26]([CH2:31][OH:30])[CH:27]=[CH:28][C:5]=21, predict the reactants needed to synthesize it. The reactants are: [NH2:1][C:2]1[O:3][C:4]2[C:9]([C:10](C)([C:14]3[CH:19]=[C:18]([O:20][CH3:21])[C:17]([O:22][CH3:23])=[C:16]([Br:24])[CH:15]=3)[C:11]=1[C:12]#[N:13])=[CH:8][CH:7]=[C:6]1[N:26](O)[CH:27]=[CH:28][C:5]=21.[OH:30][CH2:31]N1C2C(=C(O)C=CC=2)C=C1.BrC1C(OC)=C(OC)C=C(C=1)C=O.C(#N)CC#N.N1CCCCC1. (4) Given the product [ClH:25].[ClH:25].[CH3:4][Si:3]([CH2:2][NH:1][C:8]1[CH:13]=[CH:12][C:11]([NH2:14])=[CH:10][CH:9]=1)([CH3:6])[CH3:5], predict the reactants needed to synthesize it. The reactants are: [NH2:1][CH2:2][Si:3]([CH3:6])([CH3:5])[CH3:4].F[C:8]1[CH:13]=[CH:12][C:11]([N+:14]([O-])=O)=[CH:10][CH:9]=1.C(N(CC)CC)C.O.[Cl:25]CCl. (5) The reactants are: [NH:1](C(OCC1C2C(=CC=CC=2)C2C1=CC=CC=2)=O)[C@H:2]([C:20]([NH:22][C:23]1[CH:32]=[C:31]2[C:26]([C:27]([CH3:34])=[CH:28][C:29](=[O:33])[O:30]2)=[CH:25][CH:24]=1)=[O:21])[CH2:3][C:4]1[C:12]2[C:7](=[CH:8][CH:9]=[CH:10][CH:11]=2)[N:6]([C:13]([O:15][C:16]([CH3:19])([CH3:18])[CH3:17])=[O:14])[CH:5]=1.C(S)CCCCCCC.C1CCN2C(=NCCC2)CC1. Given the product [NH2:1][C@H:2]([C:20]([NH:22][C:23]1[CH:32]=[C:31]2[C:26]([C:27]([CH3:34])=[CH:28][C:29](=[O:33])[O:30]2)=[CH:25][CH:24]=1)=[O:21])[CH2:3][C:4]1[C:12]2[C:7](=[CH:8][CH:9]=[CH:10][CH:11]=2)[N:6]([C:13]([O:15][C:16]([CH3:17])([CH3:18])[CH3:19])=[O:14])[CH:5]=1, predict the reactants needed to synthesize it.